This data is from Full USPTO retrosynthesis dataset with 1.9M reactions from patents (1976-2016). The task is: Predict the reactants needed to synthesize the given product. The reactants are: [CH3:1][N:2]([CH3:27])[C:3]1([C:21]2[CH:26]=[CH:25][CH:24]=[CH:23][CH:22]=2)[CH2:8][CH2:7][C:6](=[CH:9][C:10]([NH:12][CH2:13][CH2:14][C:15]2[CH:20]=[CH:19][CH:18]=[CH:17][CH:16]=2)=[O:11])[CH2:5][CH2:4]1.[Cl:28][Si](C)(C)C. Given the product [ClH:28].[CH3:27][N:2]([CH3:1])[C:3]1([C:21]2[CH:26]=[CH:25][CH:24]=[CH:23][CH:22]=2)[CH2:8][CH2:7][C:6](=[CH:9][C:10]([NH:12][CH2:13][CH2:14][C:15]2[CH:20]=[CH:19][CH:18]=[CH:17][CH:16]=2)=[O:11])[CH2:5][CH2:4]1, predict the reactants needed to synthesize it.